Dataset: Forward reaction prediction with 1.9M reactions from USPTO patents (1976-2016). Task: Predict the product of the given reaction. (1) Given the reactants C(OC(=O)[NH:7][C:8]1[C:17]2[C:12](=[CH:13][CH:14]=[CH:15][CH:16]=2)[C:11]([CH:18]=[CH:19][CH2:20][N:21]2[CH2:26][CH2:25][O:24][CH2:23][CH2:22]2)=[CH:10][CH:9]=1)(C)(C)C.FC(F)(F)C(O)=O.[F:35][C:36]1[CH:37]=[C:38]([CH:42]=[C:43]([N:45]2[CH2:50][CH2:49][O:48][CH2:47][CH2:46]2)[CH:44]=1)[C:39]([OH:41])=O.CN(C(ON1N=NC2C=CC=CC1=2)=[N+](C)C)C.F[P-](F)(F)(F)(F)F.C(N(C(C)C)CC)(C)C, predict the reaction product. The product is: [F:35][C:36]1[CH:37]=[C:38]([CH:42]=[C:43]([N:45]2[CH2:50][CH2:49][O:48][CH2:47][CH2:46]2)[CH:44]=1)[C:39]([NH:7][C:8]1[C:17]2[C:12](=[CH:13][CH:14]=[CH:15][CH:16]=2)[C:11]([CH:18]=[CH:19][CH2:20][N:21]2[CH2:22][CH2:23][O:24][CH2:25][CH2:26]2)=[CH:10][CH:9]=1)=[O:41]. (2) Given the reactants N1[CH:5]=[CH:4][N:3]=C1.[Si](Cl)([C:9]([CH3:12])([CH3:11])[CH3:10])(C)C.[OH2:14].C[N:16]([CH3:19])[CH:17]=[O:18], predict the reaction product. The product is: [C:9]([O:18][C:17]([NH:16][C@@H:19]([CH2:10][CH:9]([CH3:12])[CH3:11])[CH2:5][C:4]#[N:3])=[O:14])([CH3:12])([CH3:11])[CH3:10]. (3) The product is: [CH2:1]([C:3]1([C:6]([O:8][CH2:9][C:10]2[CH:11]=[CH:12][CH:13]=[CH:14][CH:15]=2)=[O:7])[CH2:5][CH2:4]1)[CH3:2]. Given the reactants [CH:1]([C:3]1([C:6]([O:8][CH2:9][C:10]2[CH:15]=[CH:14][CH:13]=[CH:12][CH:11]=2)=[O:7])[CH2:5][CH2:4]1)=[CH2:2], predict the reaction product. (4) Given the reactants [F:1][C:2]1[CH:10]=[CH:9][C:8]([N+:11]([O-:13])=[O:12])=[C:7]2[C:3]=1[CH:4]=[C:5]([C:14]([O:16][CH2:17][CH3:18])=[O:15])[NH:6]2.[H-].[Na+].CN(C)C=O.[CH3:26][O:27][CH2:28]Cl, predict the reaction product. The product is: [F:1][C:2]1[CH:10]=[CH:9][C:8]([N+:11]([O-:13])=[O:12])=[C:7]2[C:3]=1[CH:4]=[C:5]([C:14]([O:16][CH2:17][CH3:18])=[O:15])[N:6]2[CH2:26][O:27][CH3:28].